This data is from Full USPTO retrosynthesis dataset with 1.9M reactions from patents (1976-2016). The task is: Predict the reactants needed to synthesize the given product. (1) The reactants are: Cl.[CH3:2][CH:3]1[NH:8][C:7]2[CH:9]=[N:10][CH:11]=[CH:12][C:6]=2[NH:5][C:4]1=[O:13].OO.[OH-].[Na+]. Given the product [CH3:2][C:3]1[C:4](=[O:13])[NH:5][C:6]2[CH:12]=[CH:11][N:10]=[CH:9][C:7]=2[N:8]=1, predict the reactants needed to synthesize it. (2) Given the product [Cl:12][C:7]1[CH:6]=[C:3]([CH:4]=[O:5])[C:2]([Cl:1])=[CH:9][C:8]=1[CH:10]=[CH:20][C:19]([O:18][C:14]([CH3:17])([CH3:16])[CH3:15])=[O:40], predict the reactants needed to synthesize it. The reactants are: [Cl:1][C:2]1[CH:9]=[C:8]([CH:10]=O)[C:7]([Cl:12])=[CH:6][C:3]=1[CH:4]=[O:5].[Br-].[C:14]([O:18][C:19](=[O:40])[CH2:20][P+](C1C=CC=CC=1)(C1C=CC=CC=1)C1C=CC=CC=1)([CH3:17])([CH3:16])[CH3:15].[OH-].[Na+]. (3) The reactants are: C(OC([NH:8][C:9]([CH3:36])([CH2:29][C:30]1[CH:35]=[CH:34][CH:33]=[CH:32][CH:31]=1)[CH2:10][O:11][CH2:12][C:13]1[CH:14]=[C:15]([CH:19]=[C:20]([C:22]2([C:27]#[N:28])[CH2:26][CH2:25][CH2:24][CH2:23]2)[CH:21]=1)[C:16]([OH:18])=O)=O)(C)(C)C.[Cl:37][C:38]1[CH:43]=[CH:42][CH:41]=[CH:40][C:39]=1[CH:44]([NH2:46])[CH3:45]. Given the product [NH2:8][C:9]([CH3:36])([CH2:29][C:30]1[CH:35]=[CH:34][CH:33]=[CH:32][CH:31]=1)[CH2:10][O:11][CH2:12][C:13]1[CH:14]=[C:15]([CH:19]=[C:20]([C:22]2([C:27]#[N:28])[CH2:23][CH2:24][CH2:25][CH2:26]2)[CH:21]=1)[C:16]([NH:46][CH:44]([C:39]1[CH:40]=[CH:41][CH:42]=[CH:43][C:38]=1[Cl:37])[CH3:45])=[O:18], predict the reactants needed to synthesize it.